Dataset: Experimentally validated miRNA-target interactions with 360,000+ pairs, plus equal number of negative samples. Task: Binary Classification. Given a miRNA mature sequence and a target amino acid sequence, predict their likelihood of interaction. (1) The miRNA is mmu-miR-876-5p with sequence UGGAUUUCUCUGUGAAUCACUA. The protein sequence of the target gene is MLALEAAQLDGPHLSCLYPEGVFYDLDSCKPFSYPDSDGGLDSTWGWTEAPPAPAIAPYEAFDPATAAFSHSQTVQLCYSHGPNPSTYSPMGTLDPAPSLEAPGPGLQVYPPEDFTSQTLGSLAYAPYPSPVLSEEEDIMLDSPALEVSDSESDEALLAGSEGRGSEAGARKKLRLYQFLLGLLLRGDMRECVWWVEPGAGVFQFSSKHKELLARRWGQQKGNRKRMTYQKLARALRNYAKTGEIRKVKRKLTYQFDSALLPASRHV. Result: 1 (interaction). (2) The miRNA is hsa-miR-5694 with sequence CAGAUCAUGGGACUGUCUCAG. The protein sequence of the target gene is MSRQSTLYSFFPKSPALSDANKASARASREGGRAAAAPGASPSPGGDAAWSEAGPGPRPLARSASPPKAKNLNGGLRRSVAPAAPTSCDFSPGDLVWAKMEGYPWWPCLVYNHPFDGTFIREKGKSVRVHVQFFDDSPTRGWVSKRLLKPYTGSKSKEAQKGGHFYSAKPEILRAMQRADEALNKDKIKRLELAVCDEPSEPEEEEEMEVGTTYVTDKSEEDNEIESEEEVQPKTQGSRRSSRQIKKRRVISDSESDIGGSDVEFKPDTKEEGSSDEISSGVGDSESEGLNSPVKVARKR.... Result: 1 (interaction). (3) The miRNA is hsa-miR-556-3p with sequence AUAUUACCAUUAGCUCAUCUUU. The protein sequence of the target gene is MNHMGMNHMEMHHHMGMNHTDDNITMPPHHHPTTSASHSHGGGDSMMMMPMTFYFDFKNVNLLFSGLVINTPGEMAGAFVAVFLLAMFYEGLKIAREGLLRKSQVSIRYNSMPVPGPNGTILMETHKTVGQQMLSFPHLLQTVLHIIQVVISYFLMLIFMTYNGYLCIAVAAGAGTGYFLFSWKKAVVVDITEHCH. Result: 0 (no interaction). (4) The miRNA is hsa-miR-4695-5p with sequence CAGGAGGCAGUGGGCGAGCAGG. The protein sequence of the target gene is MEQVAEGARVTAVPVSAADSTEELAEVEEGVGVVGEDNDAAARGAEAFGDSEEDGEDVFEVEKILDMKTEGGKVLYKVRWKGYTSDDDTWEPEIHLEDCKEVLLEFRKKIAENKAKAVRKDIQRLSLNNDIFEANSDSDQQSETKEDTSPKKKKKKLRQREEKSPDDLKKKKAKAGKLKDKSKPDLESSLESLVFDLRTKKRISEAKEELKESKKPKKDEVKETKELKKVKKGEIRDLKTKTREDPKENRKTKKEKFVESQVESESSVLNDSPFPEDDSEGLHSDSREEKQNTKSARERA.... Result: 1 (interaction). (5) The miRNA is hsa-miR-302c-3p with sequence UAAGUGCUUCCAUGUUUCAGUGG. The protein sequence of the target gene is MASRDSNHAGESFLGSDGDEEATRELETEEESEGEEDETAAESEEEPDSRLSDQDEEGKIKQEYIISDPSFSMVTVQREDSGITWETNSSRSSTPWASEESQTSGVCSREGSTVNSPPGNVSFIVDEVKKVRKRTHKSKHGSPSLRRKGNRKRNSFESQDVPTNKKGSPLTSASQVLTTEKEKSYTGIYDKARKKKTTSNTPPITGAIYKEHKPLVLRPVYIGTVQYKIKMFNSVKEELIPLQFYGTLPKGYVIKEIHYRKGKDASISLEPDLDNSGSNTVSKTRKLVAQSIEDKVKEVF.... Result: 0 (no interaction). (6) The miRNA is gga-miR-365-3p with sequence UAAUGCCCCUAAAAAUCCUUAU. Result: 0 (no interaction). The protein sequence of the target gene is MSNRNNNKLPSNLPQLQNLIKRDPPAYIEEFLQQYNHYKSNVEIFKLQPNKPSKELAELVMFMAQISHCYPEYLSNFPQEVKDLLSCNHTVLDPDLRMTFCKALILLRNKNLINPSSLLELFFELFRCHDKLLRKTLYTHIVTDIKNINAKHKNNKVNVVLQNFMYTMLRDSNATAAKMSLDVMIELYRRNIWNDAKTVNVITTACFSKVTKILVAALTFFLGKDEDEKQDSDSESEDDGPTARDLLVQYATGKKSSKNKKKLEKAMKVLKKQKKKKKPEVFNFSAIHLIHDPQDFAEKL.... (7) The miRNA is ath-miR172d-3p with sequence AGAAUCUUGAUGAUGCUGCAG. Result: 0 (no interaction). The protein sequence of the target gene is MTSRTRVTWPSPPRPLPVPAAAAVAFGAKGTDPAEARSSRGIEEAGPRAHGRAGREPERRRSRQQRRGGLQARRSTLLKTCARARATAPGAMKMVAPWTRFYSNSCCLCCHVRTGTILLGVWYLIINAVVLLILLSALADPDQYNFSSSELGGDFEFMDDANMCIAIAISLLMILICAMATYGAYKQRAAWIIPFFCYQIFDFALNMLVAITVLIYPNSIQEYIRQLPPNFPYRDDVMSVNPTCLVLIILLFISIILTFKGYLISCVWNCYRYINGRNSSDVLVYVTSNDTTVLLPPYDD.... (8) The miRNA is hsa-miR-6824-3p with sequence UCUCUGGUCUUGCCACCCCAG. The protein sequence of the target gene is MEGQSSRGSRRPGTRAGLGSLPMPQGVAQTGAPSKVDSSFQLPAKKNAALGPSEPRLALAPVGPRAAMSASSEGPRLALASPRPILAPLCTPEGQKTATAHRSSSLAPTSVGQLVMSASAGPKPPPATTGSVLAPTSLGLVMPASAGPRSPPVTLGPNLAPTSRDQKQEPPASVGPKPTLAASGLSLALASEEQPPELPSTPSPVPSPVLSPTQEQALAPASTASGAASVGQTSARKRDAPAPRPLPASEGHLQPPAQTSGPTGSPPCIQTSPDPRLSPSFRARPEALHSSPEDPVLPRP.... Result: 0 (no interaction).